Dataset: Forward reaction prediction with 1.9M reactions from USPTO patents (1976-2016). Task: Predict the product of the given reaction. (1) Given the reactants [C:1]([O:5][C:6]([N:8]1[C:16]2[C:11](=[CH:12][C:13]([CH2:17]Cl)=[CH:14][CH:15]=2)[CH:10]=[CH:9]1)=[O:7])([CH3:4])([CH3:3])[CH3:2].[CH:19]1([SH:25])[CH2:24][CH2:23][CH2:22][CH2:21][CH2:20]1.C([O-])([O-])=O.[K+].[K+], predict the reaction product. The product is: [C:1]([O:5][C:6]([N:8]1[C:16]2[C:11](=[CH:12][C:13]([CH2:17][S:25][CH:19]3[CH2:24][CH2:23][CH2:22][CH2:21][CH2:20]3)=[CH:14][CH:15]=2)[CH:10]=[CH:9]1)=[O:7])([CH3:4])([CH3:3])[CH3:2]. (2) Given the reactants [C:1]([O:5][C:6](=[O:11])[NH:7][CH2:8][CH2:9][OH:10])([CH3:4])([CH3:3])[CH3:2].[OH-].[Na+].[CH2:14](Br)[C:15]#[CH:16], predict the reaction product. The product is: [C:1]([O:5][C:6](=[O:11])[NH:7][CH2:8][CH2:9][O:10][CH2:16][C:15]#[CH:14])([CH3:4])([CH3:2])[CH3:3].